This data is from Full USPTO retrosynthesis dataset with 1.9M reactions from patents (1976-2016). The task is: Predict the reactants needed to synthesize the given product. Given the product [Cl:26][C:25]1[C:20]2[N:19]=[C:18]3[N:13]([C:10]4[CH:11]=[CH:12][C:7]([C:39]#[N:40])=[N:8][C:9]=4[CH3:36])[CH2:14][CH2:15][CH2:16][N:17]3[C:21]=2[C:22]([CH:27]([O:32][CH:33]([F:34])[F:35])[C:28]([F:30])([F:29])[F:31])=[CH:23][CH:24]=1, predict the reactants needed to synthesize it. The reactants are: FC(F)(F)S(O[C:7]1[CH:12]=[CH:11][C:10]([N:13]2[C:18]3=[N:19][C:20]4[C:25]([Cl:26])=[CH:24][CH:23]=[C:22]([CH:27]([O:32][CH:33]([F:35])[F:34])[C:28]([F:31])([F:30])[F:29])[C:21]=4[N:17]3[CH2:16][CH2:15][CH2:14]2)=[C:9]([CH3:36])[N:8]=1)(=O)=O.[CH3:39][N:40](C)C=O.